Dataset: Full USPTO retrosynthesis dataset with 1.9M reactions from patents (1976-2016). Task: Predict the reactants needed to synthesize the given product. (1) Given the product [Br:12][C:13]1[N:18]=[C:17]([CH2:19][N:1]2[CH2:6][CH2:5][CH2:4][CH2:3][CH:2]2[C:7]([O:9][CH2:10][CH3:11])=[O:8])[CH:16]=[CH:15][CH:14]=1, predict the reactants needed to synthesize it. The reactants are: [NH:1]1[CH2:6][CH2:5][CH2:4][CH2:3][CH:2]1[C:7]([O:9][CH2:10][CH3:11])=[O:8].[Br:12][C:13]1[N:18]=[C:17]([CH:19]=O)[CH:16]=[CH:15][CH:14]=1. (2) Given the product [CH3:1][C:2]1[CH:3]=[C:4]([CH2:25][N:52]2[CH2:55][CH:54]([C:56]([O:58][CH3:59])=[O:57])[CH2:53]2)[S:5][C:6]=1[C:7]1[N:11]=[C:10]([C:12]2[CH:13]=[CH:14][C:15]([O:18][C:19]3[CH:20]=[CH:21][CH:22]=[CH:23][CH:24]=3)=[CH:16][CH:17]=2)[O:9][N:8]=1, predict the reactants needed to synthesize it. The reactants are: [CH3:1][C:2]1[CH:3]=[C:4]([CH2:25]O)[S:5][C:6]=1[C:7]1[N:11]=[C:10]([C:12]2[CH:17]=[CH:16][C:15]([O:18][C:19]3[CH:24]=[CH:23][CH:22]=[CH:21][CH:20]=3)=[CH:14][CH:13]=2)[O:9][N:8]=1.C(Br)(Br)(Br)Br.C1(P(C2C=CC=CC=2)C2C=CC=CC=2)C=CC=CC=1.Cl.[NH:52]1[CH2:55][CH:54]([C:56]([O:58][CH3:59])=[O:57])[CH2:53]1.C(N(CC)C(C)C)(C)C. (3) Given the product [CH3:50][N:51]1[CH:55]=[C:54]([C:56]2[CH:57]=[C:58]([NH:62][C:23]([C:18]3[C:19](=[O:22])[O:20][C:21]4[C:16]([CH:17]=3)=[CH:15][CH:14]=[CH:13][C:12]=4[O:11][CH3:10])=[O:25])[CH:59]=[CH:60][CH:61]=2)[CH:53]=[N:52]1, predict the reactants needed to synthesize it. The reactants are: CCN(C(C)C)C(C)C.[CH3:10][O:11][C:12]1[CH:13]=[CH:14][CH:15]=[C:16]2[C:21]=1[O:20][C:19](=[O:22])[C:18]([C:23]([OH:25])=O)=[CH:17]2.CN(C(ON1N=NC2C=CC=NC1=2)=[N+](C)C)C.F[P-](F)(F)(F)(F)F.[CH3:50][N:51]1[CH:55]=[C:54]([C:56]2[CH:57]=[C:58]([NH2:62])[CH:59]=[CH:60][CH:61]=2)[CH:53]=[N:52]1. (4) Given the product [Cl:1][C:2]1[CH:3]=[C:4]([C:8]2[N:9]=[C:10]([N:16]3[C:20]4[CH:21]=[C:22]([O:27][CH2:28][CH2:29][N:46]5[CH2:35][CH2:34][N:33]([CH3:37])[CH2:31][CH2:32]5)[C:23]([O:25][CH3:26])=[CH:24][C:19]=4[N:18]=[CH:17]3)[S:11][C:12]=2[C:13]([NH2:15])=[O:14])[CH:5]=[CH:6][CH:7]=1, predict the reactants needed to synthesize it. The reactants are: [Cl:1][C:2]1[CH:3]=[C:4]([C:8]2[N:9]=[C:10]([N:16]3[C:20]4[CH:21]=[C:22]([O:27][CH2:28][CH2:29]O)[C:23]([O:25][CH3:26])=[CH:24][C:19]=4[N:18]=[CH:17]3)[S:11][C:12]=2[C:13]([NH2:15])=[O:14])[CH:5]=[CH:6][CH:7]=1.[CH2:31]([N:33]([CH:37](C)C)[CH:34](C)[CH3:35])[CH3:32].CS(Cl)(=O)=O.[Cl-].[NH4+:46]. (5) Given the product [N:24]1[C:16]([C:15]2[C:10]([NH:9][C:8]3[C:3]([F:2])=[C:4]([NH:32][S:33]([C:36]4[CH:37]=[N:38][CH:39]=[CH:40][CH:41]=4)(=[O:34])=[O:35])[CH:5]=[CH:6][C:7]=3[F:31])=[N:11][CH:12]=[CH:13][CH:14]=2)=[C:17]2[C:21]([NH:20][CH:19]=[N:18]2)=[N:22][CH:23]=1, predict the reactants needed to synthesize it. The reactants are: Cl.[F:2][C:3]1[C:8]([NH:9][C:10]2[C:15]([C:16]3[N:24]=[CH:23][N:22]=[C:21]4[C:17]=3[N:18]=[CH:19][N:20]4C3CCCCO3)=[CH:14][CH:13]=[CH:12][N:11]=2)=[C:7]([F:31])[CH:6]=[CH:5][C:4]=1[NH:32][S:33]([C:36]1[CH:37]=[N:38][CH:39]=[CH:40][CH:41]=1)(=[O:35])=[O:34].